Dataset: Catalyst prediction with 721,799 reactions and 888 catalyst types from USPTO. Task: Predict which catalyst facilitates the given reaction. (1) Reactant: [Br:1][C:2]1[CH:7]=[C:6]([N+:8]([O-:10])=[O:9])[CH:5]=[CH:4][C:3]=1[CH:11](C(OCC)=O)[C:12]([O:14]CC)=[O:13].[OH-].[K+]. Product: [Br:1][C:2]1[CH:7]=[C:6]([N+:8]([O-:10])=[O:9])[CH:5]=[CH:4][C:3]=1[CH2:11][C:12]([OH:14])=[O:13]. The catalyst class is: 24. (2) Reactant: [C:1]([NH:4][C:5]1[S:6][C:7]([C:11]2[S:15][C:14]([S:16](Cl)(=[O:18])=[O:17])=[CH:13][CH:12]=2)=[C:8]([CH3:10])[N:9]=1)(=[O:3])[CH3:2].[O:20]1[C:24]2([CH2:29][CH2:28][NH:27][CH2:26][CH2:25]2)[O:23][CH2:22][CH2:21]1.CCN(C(C)C)C(C)C. Product: [O:20]1[C:24]2([CH2:29][CH2:28][N:27]([S:16]([C:14]3[S:15][C:11]([C:7]4[S:6][C:5]([NH:4][C:1](=[O:3])[CH3:2])=[N:9][C:8]=4[CH3:10])=[CH:12][CH:13]=3)(=[O:18])=[O:17])[CH2:26][CH2:25]2)[O:23][CH2:22][CH2:21]1. The catalyst class is: 2. (3) Product: [CH3:1][C:2]1([CH3:16])[O:6][CH:5]([C:7]2[N:8]=[CH:9][C:10]([NH2:13])=[CH:11][CH:12]=2)[CH2:4][O:3]1. The catalyst class is: 541. Reactant: [CH3:1][C:2]1([CH3:16])[O:6][CH:5]([C:7]2[CH:12]=[CH:11][C:10]([N+:13]([O-])=O)=[CH:9][N:8]=2)[CH2:4][O:3]1. (4) The catalyst class is: 588. Product: [CH3:1][O:2][CH2:3][CH2:4][N:5]1[CH2:9][C@@H:8]([C:10]2[CH:11]=[CH:12][N:13]=[CH:14][CH:15]=2)[C@H:7]([NH:22][C:26](=[O:36])[O:53][CH2:46][C:47]2[CH:52]=[CH:51][CH:50]=[CH:49][CH:48]=2)[CH2:6]1. Reactant: [CH3:1][O:2][CH2:3][CH2:4][N:5]1[CH2:9][C@@H:8]([C:10]2[CH:15]=[CH:14][N:13]=[CH:12][CH:11]=2)[C@H:7](C([O-])=O)[CH2:6]1.[Li+].CC[N:22]([CH:26](C)C)C(C)C.C1(P(N=[N+]=[N-])(C2C=CC=CC=2)=[O:36])C=CC=CC=1.[CH2:46]([OH:53])[C:47]1[CH:52]=[CH:51][CH:50]=[CH:49][CH:48]=1. (5) Reactant: [OH:1][CH:2]([CH2:7][N:8]([CH3:21])S(C1C=CC=CC=1[N+]([O-])=O)(=O)=O)[C:3]([O:5][CH3:6])=[O:4].C(O)(=O)CS.O.[OH-].[Li+].[C:30](O[C:30]([O:32][C:33]([CH3:36])([CH3:35])[CH3:34])=[O:31])([O:32][C:33]([CH3:36])([CH3:35])[CH3:34])=[O:31]. Product: [C:33]([O:32][C:30]([N:8]([CH3:21])[CH2:7][CH:2]([OH:1])[C:3]([O:5][CH3:6])=[O:4])=[O:31])([CH3:36])([CH3:35])[CH3:34]. The catalyst class is: 35.